Predict the reactants needed to synthesize the given product. From a dataset of Full USPTO retrosynthesis dataset with 1.9M reactions from patents (1976-2016). (1) Given the product [F:1][C:2]1[CH:3]=[C:4]([C:8]2[CH2:9][CH2:10][C:11]([C:20]([NH:45][OH:46])=[O:21])([C:14]3[CH:15]=[CH:16][CH:17]=[CH:18][CH:19]=3)[CH2:12][CH:13]=2)[CH:5]=[N:6][CH:7]=1, predict the reactants needed to synthesize it. The reactants are: [F:1][C:2]1[CH:3]=[C:4]([C:8]2[CH2:9][CH2:10][C:11]([C:20](O)=[O:21])([C:14]3[CH:19]=[CH:18][CH:17]=[CH:16][CH:15]=3)[CH2:12][CH:13]=2)[CH:5]=[N:6][CH:7]=1.CCN(CC)CC.CN(C(F)=[N+](C)C)C.F[P-](F)(F)(F)(F)F.[NH2:45][O:46]C1CCCCO1.Cl. (2) Given the product [Cl:15][C:16]1[CH:24]=[C:23]2[C:19]([C:20]([C:25]([O:27][CH3:28])=[O:26])=[CH:21][NH:22]2)=[CH:18][C:17]=1[C:2]1[CH:12]=[CH:11][C:5]([O:6][CH2:7][CH2:8][CH2:9][OH:10])=[C:4]([O:13][CH3:14])[CH:3]=1, predict the reactants needed to synthesize it. The reactants are: Br[C:2]1[CH:12]=[CH:11][C:5]([O:6][CH2:7][CH2:8][CH2:9][OH:10])=[C:4]([O:13][CH3:14])[CH:3]=1.[Cl:15][C:16]1[CH:24]=[C:23]2[C:19]([C:20]([C:25]([O:27][CH3:28])=[O:26])=[CH:21][NH:22]2)=[CH:18][C:17]=1B1OCC(C)(C)CO1.C(=O)([O-])[O-].[K+].[K+].